Dataset: Forward reaction prediction with 1.9M reactions from USPTO patents (1976-2016). Task: Predict the product of the given reaction. (1) Given the reactants [C:1]([CH:4]([O:29][CH2:30][CH3:31])[CH2:5][C:6]1[CH:11]=[CH:10][C:9]([O:12][CH2:13][CH2:14][C:15]2[CH:20]=[CH:19][C:18]([NH:21][C:22]([O:24][C:25]([CH3:28])([CH3:27])[CH3:26])=[O:23])=[CH:17][CH:16]=2)=[CH:8][CH:7]=1)(=O)[NH2:2].N1C=CC=CC=1.FC(F)(F)C(OC(=O)C(F)(F)F)=O, predict the reaction product. The product is: [C:1]([CH:4]([O:29][CH2:30][CH3:31])[CH2:5][C:6]1[CH:11]=[CH:10][C:9]([O:12][CH2:13][CH2:14][C:15]2[CH:20]=[CH:19][C:18]([NH:21][C:22]([O:24][C:25]([CH3:26])([CH3:28])[CH3:27])=[O:23])=[CH:17][CH:16]=2)=[CH:8][CH:7]=1)#[N:2]. (2) Given the reactants [CH2:1]([C@@H:4]1[C@:9]([O:36][C:37]2[CH:41]=[C:40]([C:42]([F:45])([F:44])[F:43])[S:39][CH:38]=2)([C:10]([N:12]2[CH2:17][CH2:16][CH:15]([C:18]3[CH:23]=[CH:22][CH:21]=[CH:20][C:19]=3[S:24]([NH:27][CH2:28][CH2:29][CH2:30][C:31]([O:33]CC)=[O:32])(=[O:26])=[O:25])[CH2:14][CH2:13]2)=[O:11])[CH2:8][CH2:7][CH2:6][N:5]1[C:46](=[O:57])[C:47]1[C:52]([C:53]([F:56])([F:55])[F:54])=[CH:51][CH:50]=[CH:49][N:48]=1)[CH2:2][CH3:3], predict the reaction product. The product is: [CH2:1]([C@@H:4]1[C@:9]([O:36][C:37]2[CH:41]=[C:40]([C:42]([F:45])([F:43])[F:44])[S:39][CH:38]=2)([C:10]([N:12]2[CH2:17][CH2:16][CH:15]([C:18]3[CH:23]=[CH:22][CH:21]=[CH:20][C:19]=3[S:24]([NH:27][CH2:28][CH2:29][CH2:30][C:31]([OH:33])=[O:32])(=[O:25])=[O:26])[CH2:14][CH2:13]2)=[O:11])[CH2:8][CH2:7][CH2:6][N:5]1[C:46](=[O:57])[C:47]1[C:52]([C:53]([F:54])([F:56])[F:55])=[CH:51][CH:50]=[CH:49][N:48]=1)[CH2:2][CH3:3]. (3) Given the reactants C(OC([N:8]([C:16]1[CH2:22][C:21]([C:23](=[O:32])[N:24]([CH2:28][C:29]([NH2:31])=[O:30])[CH2:25][CH2:26][CH3:27])=[CH:20][C:19]2[CH:33]=[C:34]([C:37]3[CH:42]=[CH:41][C:40]([C:43]([N:45]4[CH2:49][CH2:48][CH2:47][CH2:46]4)=[O:44])=[CH:39][C:38]=3[CH3:50])[CH:35]=[CH:36][C:18]=2[N:17]=1)C(OC(C)(C)C)=O)=O)(C)(C)C.C(O)(C(F)(F)F)=O, predict the reaction product. The product is: [NH2:8][C:16]1[CH2:22][C:21]([C:23]([N:24]([CH2:28][C:29]([NH2:31])=[O:30])[CH2:25][CH2:26][CH3:27])=[O:32])=[CH:20][C:19]2[CH:33]=[C:34]([C:37]3[CH:42]=[CH:41][C:40]([C:43]([N:45]4[CH2:49][CH2:48][CH2:47][CH2:46]4)=[O:44])=[CH:39][C:38]=3[CH3:50])[CH:35]=[CH:36][C:18]=2[N:17]=1. (4) Given the reactants [CH3:1][N:2]1[CH2:7][CH2:6][N:5]([CH2:8][CH2:9][CH2:10][OH:11])[CH2:4][CH2:3]1.[OH-].[K+].Cl[C:15]1[CH:24]=[C:23]([C:25]([NH:27][CH2:28][C@H:29]2[CH2:34][CH2:33][C@H:32]([CH2:35][NH:36][C:37](=[O:43])[O:38][C:39]([CH3:42])([CH3:41])[CH3:40])[CH2:31][CH2:30]2)=[O:26])[C:22]2[C:17](=[CH:18][CH:19]=[CH:20][CH:21]=2)[N:16]=1.CS(C)=O, predict the reaction product. The product is: [CH3:1][N:2]1[CH2:7][CH2:6][N:5]([CH2:8][CH2:9][CH2:10][O:11][C:15]2[CH:24]=[C:23]([C:25]([NH:27][CH2:28][C@H:29]3[CH2:30][CH2:31][C@H:32]([CH2:35][NH:36][C:37](=[O:43])[O:38][C:39]([CH3:41])([CH3:40])[CH3:42])[CH2:33][CH2:34]3)=[O:26])[C:22]3[C:17](=[CH:18][CH:19]=[CH:20][CH:21]=3)[N:16]=2)[CH2:4][CH2:3]1. (5) The product is: [CH:1]1([N:4]([CH3:24])[C:5]2[N:9]=[C:8]([CH2:10][CH2:11][C:12]3[N:22]=[C:15]4[C:16]([CH3:21])=[N:17][CH:18]=[C:19]([CH3:20])[N:14]4[N:13]=3)[N:7]([CH3:23])[N:6]=2)[CH2:3][CH2:2]1. Given the reactants [CH:1]1([N:4]([CH3:24])[C:5]2[N:9]=[C:8]([CH:10]=[CH:11][C:12]3[N:22]=[C:15]4[C:16]([CH3:21])=[N:17][CH:18]=[C:19]([CH3:20])[N:14]4[N:13]=3)[N:7]([CH3:23])[N:6]=2)[CH2:3][CH2:2]1, predict the reaction product.